Dataset: Peptide-MHC class I binding affinity with 185,985 pairs from IEDB/IMGT. Task: Regression. Given a peptide amino acid sequence and an MHC pseudo amino acid sequence, predict their binding affinity value. This is MHC class I binding data. (1) The peptide sequence is HVTQHWPQL. The MHC is HLA-A80:01 with pseudo-sequence HLA-A80:01. The binding affinity (normalized) is 0.0847. (2) The peptide sequence is RQGKTPLTL. The MHC is HLA-B07:02 with pseudo-sequence HLA-B07:02. The binding affinity (normalized) is 0.0847.